This data is from NCI-60 drug combinations with 297,098 pairs across 59 cell lines. The task is: Regression. Given two drug SMILES strings and cell line genomic features, predict the synergy score measuring deviation from expected non-interaction effect. (1) Drug 1: C1CC(=O)NC(=O)C1N2C(=O)C3=CC=CC=C3C2=O. Drug 2: C1CN(P(=O)(OC1)NCCCl)CCCl. Cell line: UACC-257. Synergy scores: CSS=-3.28, Synergy_ZIP=8.14, Synergy_Bliss=1.91, Synergy_Loewe=-0.935, Synergy_HSA=-1.79. (2) Drug 1: CC12CCC3C(C1CCC2=O)CC(=C)C4=CC(=O)C=CC34C. Drug 2: C1=CC=C(C(=C1)C(C2=CC=C(C=C2)Cl)C(Cl)Cl)Cl. Cell line: HOP-62. Synergy scores: CSS=43.9, Synergy_ZIP=2.16, Synergy_Bliss=3.17, Synergy_Loewe=3.49, Synergy_HSA=2.94. (3) Drug 1: CC1=C(C(=CC=C1)Cl)NC(=O)C2=CN=C(S2)NC3=CC(=NC(=N3)C)N4CCN(CC4)CCO. Drug 2: CCC1(CC2CC(C3=C(CCN(C2)C1)C4=CC=CC=C4N3)(C5=C(C=C6C(=C5)C78CCN9C7C(C=CC9)(C(C(C8N6C)(C(=O)OC)O)OC(=O)C)CC)OC)C(=O)OC)O.OS(=O)(=O)O. Cell line: A498. Synergy scores: CSS=3.97, Synergy_ZIP=-0.553, Synergy_Bliss=0.195, Synergy_Loewe=0.424, Synergy_HSA=-0.384. (4) Drug 1: C1=C(C(=O)NC(=O)N1)N(CCCl)CCCl. Drug 2: C(CCl)NC(=O)N(CCCl)N=O. Cell line: SNB-75. Synergy scores: CSS=34.5, Synergy_ZIP=6.91, Synergy_Bliss=8.28, Synergy_Loewe=1.71, Synergy_HSA=6.66. (5) Drug 1: CC1=C(C=C(C=C1)C(=O)NC2=CC(=CC(=C2)C(F)(F)F)N3C=C(N=C3)C)NC4=NC=CC(=N4)C5=CN=CC=C5. Drug 2: CS(=O)(=O)OCCCCOS(=O)(=O)C. Cell line: NCI-H522. Synergy scores: CSS=9.83, Synergy_ZIP=-1.82, Synergy_Bliss=-0.146, Synergy_Loewe=3.41, Synergy_HSA=2.30. (6) Drug 1: CC(C)(C#N)C1=CC(=CC(=C1)CN2C=NC=N2)C(C)(C)C#N. Drug 2: CC1CCC2CC(C(=CC=CC=CC(CC(C(=O)C(C(C(=CC(C(=O)CC(OC(=O)C3CCCCN3C(=O)C(=O)C1(O2)O)C(C)CC4CCC(C(C4)OC)O)C)C)O)OC)C)C)C)OC. Cell line: OVCAR-5. Synergy scores: CSS=13.3, Synergy_ZIP=-4.54, Synergy_Bliss=1.93, Synergy_Loewe=-4.69, Synergy_HSA=1.15. (7) Drug 1: CCC1(CC2CC(C3=C(CCN(C2)C1)C4=CC=CC=C4N3)(C5=C(C=C6C(=C5)C78CCN9C7C(C=CC9)(C(C(C8N6C)(C(=O)OC)O)OC(=O)C)CC)OC)C(=O)OC)O.OS(=O)(=O)O. Drug 2: CS(=O)(=O)OCCCCOS(=O)(=O)C. Cell line: COLO 205. Synergy scores: CSS=14.2, Synergy_ZIP=-2.04, Synergy_Bliss=2.82, Synergy_Loewe=-5.93, Synergy_HSA=-5.82.